This data is from NCI-60 drug combinations with 297,098 pairs across 59 cell lines. The task is: Regression. Given two drug SMILES strings and cell line genomic features, predict the synergy score measuring deviation from expected non-interaction effect. (1) Drug 1: CC(CN1CC(=O)NC(=O)C1)N2CC(=O)NC(=O)C2. Drug 2: C1=C(C(=O)NC(=O)N1)N(CCCl)CCCl. Cell line: ACHN. Synergy scores: CSS=77.5, Synergy_ZIP=1.82, Synergy_Bliss=2.99, Synergy_Loewe=5.45, Synergy_HSA=7.96. (2) Drug 1: CN(C(=O)NC(C=O)C(C(C(CO)O)O)O)N=O. Drug 2: CC12CCC3C(C1CCC2OP(=O)(O)O)CCC4=C3C=CC(=C4)OC(=O)N(CCCl)CCCl.[Na+]. Cell line: SF-268. Synergy scores: CSS=34.7, Synergy_ZIP=-2.99, Synergy_Bliss=1.74, Synergy_Loewe=2.81, Synergy_HSA=2.93. (3) Drug 1: C1C(C(OC1N2C=C(C(=O)NC2=O)F)CO)O. Drug 2: CC(C)CN1C=NC2=C1C3=CC=CC=C3N=C2N. Cell line: SNB-19. Synergy scores: CSS=23.8, Synergy_ZIP=-3.65, Synergy_Bliss=-2.84, Synergy_Loewe=-11.9, Synergy_HSA=-1.99. (4) Drug 1: CC1=C(C(CCC1)(C)C)C=CC(=CC=CC(=CC(=O)O)C)C. Drug 2: CN(CCCl)CCCl.Cl. Cell line: MDA-MB-435. Synergy scores: CSS=4.30, Synergy_ZIP=-2.70, Synergy_Bliss=-3.20, Synergy_Loewe=-4.94, Synergy_HSA=-2.52.